Task: Regression/Classification. Given a drug SMILES string, predict its absorption, distribution, metabolism, or excretion properties. Task type varies by dataset: regression for continuous measurements (e.g., permeability, clearance, half-life) or binary classification for categorical outcomes (e.g., BBB penetration, CYP inhibition). Dataset: cyp2d6_veith.. Dataset: CYP2D6 inhibition data for predicting drug metabolism from PubChem BioAssay The compound is CC(C)CCn1nnnc1C(c1ccc(F)cc1)N1CCN(C(=O)c2ccco2)CC1. The result is 1 (inhibitor).